This data is from hERG potassium channel inhibition data for cardiac toxicity prediction from Karim et al.. The task is: Regression/Classification. Given a drug SMILES string, predict its toxicity properties. Task type varies by dataset: regression for continuous values (e.g., LD50, hERG inhibition percentage) or binary classification for toxic/non-toxic outcomes (e.g., AMES mutagenicity, cardiotoxicity, hepatotoxicity). Dataset: herg_karim. (1) The molecule is Cn1ncc(C(=O)N2[C@H]3CC[C@@H]2C[C@H](Nc2cc(=O)n(C)c4ncccc24)C3)c1Cl. The result is 0 (non-blocker). (2) The molecule is COC(=O)c1c(C)noc1-c1ccc2cc(CCN3CCC[C@H]3C)ccc2n1. The result is 1 (blocker). (3) The compound is N[C@@H](CC(=O)N1CCn2c(nnc2C(F)(F)F)C1)[C@H]1CCc2cc(F)c(F)cc21. The result is 0 (non-blocker). (4) The result is 0 (non-blocker). The molecule is Cc1ncc(-c2nc(Nc3ccc(C(=O)N4CCCN(C)CC4)cc3)ncc2F)n1C(C)C. (5) The result is 0 (non-blocker). The compound is N#Cc1cc(F)c(Cl)cc1O[C@H](CCN)c1ccccc1. (6) The compound is CCN(C(=O)c1c(O)c2c(Cl)cccc2n(C)c1=O)c1ccccc1. The result is 0 (non-blocker). (7) The molecule is CCN(CC)C(=O)c1ccc(C2=C[C@]3(CCCNC3)Oc3ccccc32)cc1. The result is 0 (non-blocker). (8) The result is 1 (blocker). The drug is COCCc1nc(Nc2ccc(C(F)(F)F)cc2)c2ccc(-c3ncccc3C(F)(F)F)cc2n1. (9) The molecule is Cc1c([C@@H](O)CN2CCC3(CC2)CCN(c2cc(-c4ccccc4)no2)C3=O)ccc2c1COC2=O. The result is 1 (blocker).